This data is from Full USPTO retrosynthesis dataset with 1.9M reactions from patents (1976-2016). The task is: Predict the reactants needed to synthesize the given product. (1) Given the product [OH:14][C:1]([C:4]1[CH:12]=[CH:11][C:7]([C:8]([OH:10])=[O:9])=[CH:6][CH:5]=1)([CH3:3])[CH3:2], predict the reactants needed to synthesize it. The reactants are: [CH:1]([C:4]1[CH:12]=[CH:11][C:7]([C:8]([OH:10])=[O:9])=[CH:6][CH:5]=1)([CH3:3])[CH3:2].[Mn]([O-])(=O)(=O)=[O:14].[K+]. (2) Given the product [CH2:1]([N:8]1[C:16]2[C:11](=[CH:12][CH:13]=[C:14]([C:17]([NH:42][CH2:39][C:40]#[CH:41])=[O:18])[CH:15]=2)[C:10]([C:20]([NH:21][CH2:22][C:23]2[CH:28]=[CH:27][C:26]([F:29])=[C:25]([F:30])[CH:24]=2)=[O:31])=[C:9]1[CH:32]([CH3:34])[CH3:33])[C:2]1[CH:3]=[CH:4][CH:5]=[CH:6][CH:7]=1, predict the reactants needed to synthesize it. The reactants are: [CH2:1]([N:8]1[C:16]2[C:11](=[CH:12][CH:13]=[C:14]([C:17](O)=[O:18])[CH:15]=2)[C:10]([C:20](=[O:31])[NH:21][CH2:22][C:23]2[CH:28]=[CH:27][C:26]([F:29])=[C:25]([F:30])[CH:24]=2)=[C:9]1[CH:32]([CH3:34])[CH3:33])[C:2]1[CH:7]=[CH:6][CH:5]=[CH:4][CH:3]=1.C(Cl)CCl.[CH2:39]([NH2:42])[C:40]#[CH:41]. (3) Given the product [ClH:41].[Br:33][C:30]1[C:29](=[O:34])[N:28]([CH:35]2[CH2:36][CH2:37][CH2:38][CH2:39]2)[C:26]2[N:27]=[C:22]([NH:21][C:18]3[CH:19]=[CH:20][C:15]([N:11]4[CH2:12][CH:13]([CH3:14])[NH:8][CH:9]([CH3:40])[CH2:10]4)=[CH:16][N:17]=3)[N:23]=[CH:24][C:25]=2[C:31]=1[CH3:32], predict the reactants needed to synthesize it. The reactants are: C(OC([N:8]1[CH:13]([CH3:14])[CH2:12][N:11]([C:15]2[CH:16]=[N:17][C:18]([NH:21][C:22]3[N:23]=[CH:24][C:25]4[C:31]([CH3:32])=[C:30]([Br:33])[C:29](=[O:34])[N:28]([CH:35]5[CH2:39][CH2:38][CH2:37][CH2:36]5)[C:26]=4[N:27]=3)=[CH:19][CH:20]=2)[CH2:10][CH:9]1[CH3:40])=O)(C)(C)C.[Cl:41]CCl. (4) Given the product [C:15]([O:19][C:20]([N:22]1[CH2:27][CH2:26][C:25]([CH3:28])([NH:29][C:2]2[C:3]3[C:10]4[CH2:11][CH2:12][CH2:13][CH2:14][C:9]=4[S:8][C:4]=3[N:5]=[CH:6][N:7]=2)[CH2:24][CH2:23]1)=[O:21])([CH3:18])([CH3:16])[CH3:17], predict the reactants needed to synthesize it. The reactants are: Cl[C:2]1[C:3]2[C:10]3[CH2:11][CH2:12][CH2:13][CH2:14][C:9]=3[S:8][C:4]=2[N:5]=[CH:6][N:7]=1.[C:15]([O:19][C:20]([N:22]1[CH2:27][CH2:26][C:25]([NH2:29])([CH3:28])[CH2:24][CH2:23]1)=[O:21])([CH3:18])([CH3:17])[CH3:16]. (5) The reactants are: [CH2:1]([C:4]1[CH:5]=[C:6]([CH2:10][C@H:11]([NH:24][C:25](=[O:31])[O:26][C:27]([CH3:30])([CH3:29])[CH3:28])[C:12]([N:14]([C:16]2[CH:21]=[CH:20][C:19]([O:22][CH3:23])=[CH:18][CH:17]=2)[CH3:15])=[O:13])[CH:7]=[CH:8][CH:9]=1)[CH:2]=[CH2:3].Br[C:33]1[N:34]([C:48]([O:50][C:51]([CH3:54])([CH3:53])[CH3:52])=[O:49])[C:35]2[C:40]([C:41]=1[CH2:42][C:43]([O:45][CH2:46][CH3:47])=[O:44])=[CH:39][CH:38]=[CH:37][CH:36]=2.C(=O)(O)[O-].[Na+]. Given the product [C:27]([O:26][C:25]([NH:24][C@H:11]([C:12]([N:14]([C:16]1[CH:17]=[CH:18][C:19]([O:22][CH3:23])=[CH:20][CH:21]=1)[CH3:15])=[O:13])[CH2:10][C:6]1[CH:5]=[C:4]([CH2:1][CH:2]=[CH:3][C:33]2[N:34]([C:48]([O:50][C:51]([CH3:52])([CH3:54])[CH3:53])=[O:49])[C:35]3[C:40]([C:41]=2[CH2:42][C:43]([O:45][CH2:46][CH3:47])=[O:44])=[CH:39][CH:38]=[CH:37][CH:36]=3)[CH:9]=[CH:8][CH:7]=1)=[O:31])([CH3:30])([CH3:29])[CH3:28], predict the reactants needed to synthesize it. (6) Given the product [CH3:12][N:13]1[C:17]([CH3:18])=[CH:16][CH:15]=[C:14]1[C:19]1[S:4][C:3]2[CH:5]=[CH:6][CH:7]=[CH:8][C:2]=2[C:1](=[O:10])[N:20]=1, predict the reactants needed to synthesize it. The reactants are: [C:1]([O:10]C)(=O)[C:2]1[C:3](=[CH:5][CH:6]=[CH:7][CH:8]=1)[SH:4].[CH3:12][N:13]1[C:17]([CH3:18])=[CH:16][CH:15]=[C:14]1[C:19]#[N:20].C(N(CC)CC)C. (7) Given the product [N:6]1([C:4]([C:3]2[CH:23]=[C:24]([CH:25]=[CH:26][C:2]=2[F:1])[CH2:27][C:28]2[C:37]3[CH2:36][CH2:35][CH2:34][CH2:33][C:32]=3[C:31](=[O:38])[NH:30][N:29]=2)=[O:5])[CH2:12][CH2:11][CH2:10][NH:9][CH2:8][CH2:7]1, predict the reactants needed to synthesize it. The reactants are: [F:1][C:2]1[CH:26]=[CH:25][C:24]([CH2:27][C:28]2[C:37]3[CH2:36][CH2:35][CH2:34][CH2:33][C:32]=3[C:31](=[O:38])[NH:30][N:29]=2)=[CH:23][C:3]=1[C:4]([N:6]1[CH2:12][CH2:11][CH2:10][N:9](C(OCC2C=CC=CC=2)=O)[CH2:8][CH2:7]1)=[O:5]. (8) Given the product [CH2:9]([O:8][C:6](=[O:7])[CH2:5][C:14](=[O:16])[CH:13]([CH3:17])[CH3:12])[CH3:10], predict the reactants needed to synthesize it. The reactants are: [Na].C(O[C:5](=O)[C:6]([O:8][CH2:9][CH3:10])=[O:7])C.[CH3:12][CH:13]([CH3:17])[C:14](=[O:16])C. (9) Given the product [CH:2]1[O:1][CH:5]=[C:4]2[C:9]([CH2:10][C:11]([NH:26][CH:27]3[CH2:32][CH2:31][N:30]([CH2:33][C:34]4[CH:39]=[CH:38][CH:37]=[CH:36][CH:35]=4)[CH2:29][CH2:28]3)=[O:13])=[CH:8][CH:7]=[CH:6][C:3]=12, predict the reactants needed to synthesize it. The reactants are: [O:1]1[C:5]2[CH:6]=[CH:7][CH:8]=[C:9]([CH2:10][C:11]([OH:13])=O)[C:4]=2[CH:3]=[CH:2]1.CCN=C=NCCCN(C)C.Cl.[NH2:26][CH:27]1[CH2:32][CH2:31][N:30]([CH2:33][C:34]2[CH:39]=[CH:38][CH:37]=[CH:36][CH:35]=2)[CH2:29][CH2:28]1.